Dataset: Forward reaction prediction with 1.9M reactions from USPTO patents (1976-2016). Task: Predict the product of the given reaction. The product is: [C:1]([N:4]1[C:8]2=[CH:9][CH:10]=[C:11]([C:37]3[CH:36]=[CH:35][CH:34]=[C:33]([S:30]([CH3:29])(=[O:32])=[O:31])[CH:38]=3)[C:12](=[O:13])[N:7]2[C@H:6]([C:15]2[CH:20]=[CH:19][C:18]([Cl:21])=[CH:17][CH:16]=2)[C@@H:5]1[C:22]1[CH:27]=[CH:26][C:25]([Cl:28])=[CH:24][CH:23]=1)(=[O:3])[CH3:2]. Given the reactants [C:1]([N:4]1[C:8]2=[CH:9][CH:10]=[C:11](I)[C:12](=[O:13])[N:7]2[C@H:6]([C:15]2[CH:20]=[CH:19][C:18]([Cl:21])=[CH:17][CH:16]=2)[C@@H:5]1[C:22]1[CH:27]=[CH:26][C:25]([Cl:28])=[CH:24][CH:23]=1)(=[O:3])[CH3:2].[CH3:29][S:30]([C:33]1[CH:34]=[C:35](B(O)O)[CH:36]=[CH:37][CH:38]=1)(=[O:32])=[O:31], predict the reaction product.